From a dataset of Buchwald-Hartwig C-N cross coupling reaction yields with 55,370 reactions. Predict the reaction yield, written as a fraction of the theoretical maximum amount of product (1.0 means a 100% yield; for example, 0.34 means a 34% yield). (1) The yield is 0.0179. The product is Cc1ccc(Nc2ccc(C(F)(F)F)cc2)cc1. The reactants are FC(F)(F)c1ccc(Br)cc1.Cc1ccc(N)cc1.O=S(=O)(O[Pd]1c2ccccc2-c2ccccc2N~1)C(F)(F)F.CC(C)c1cc(C(C)C)c(-c2ccccc2P(C(C)(C)C)C(C)(C)C)c(C(C)C)c1.CN(C)C(=NC(C)(C)C)N(C)C.CCOC(=O)c1cnoc1. No catalyst specified. (2) The reactants are FC(F)(F)c1ccc(Cl)cc1.Cc1ccc(N)cc1.O=S(=O)(O[Pd]1c2ccccc2-c2ccccc2N~1)C(F)(F)F.COc1ccc(OC)c(P(C(C)(C)C)C(C)(C)C)c1-c1c(C(C)C)cc(C(C)C)cc1C(C)C.CN(C)C(=NC(C)(C)C)N(C)C.c1ccc(-c2cnoc2)cc1. No catalyst specified. The product is Cc1ccc(Nc2ccc(C(F)(F)F)cc2)cc1. The yield is 0.0347. (3) The reactants are CCc1ccc(I)cc1.Cc1ccc(N)cc1.O=S(=O)(O[Pd]1c2ccccc2-c2ccccc2N~1)C(F)(F)F.COc1ccc(OC)c(P([C@]23C[C@H]4C[C@H](C[C@H](C4)C2)C3)[C@]23C[C@H]4C[C@H](C[C@H](C4)C2)C3)c1-c1c(C(C)C)cc(C(C)C)cc1C(C)C.CCN=P(N=P(N(C)C)(N(C)C)N(C)C)(N(C)C)N(C)C.c1ccc2nocc2c1. No catalyst specified. The product is CCc1ccc(Nc2ccc(C)cc2)cc1. The yield is 0.0796. (4) The reactants are FC(F)(F)c1ccc(I)cc1.Cc1ccc(N)cc1.O=S(=O)(O[Pd]1c2ccccc2-c2ccccc2N~1)C(F)(F)F.COc1ccc(OC)c(P(C(C)(C)C)C(C)(C)C)c1-c1c(C(C)C)cc(C(C)C)cc1C(C)C.CCN=P(N=P(N(C)C)(N(C)C)N(C)C)(N(C)C)N(C)C.c1ccc(CN(Cc2ccccc2)c2ccon2)cc1. No catalyst specified. The product is Cc1ccc(Nc2ccc(C(F)(F)F)cc2)cc1. The yield is 0.363.